This data is from Rat liver microsome stability data. The task is: Regression/Classification. Given a drug SMILES string, predict its absorption, distribution, metabolism, or excretion properties. Task type varies by dataset: regression for continuous measurements (e.g., permeability, clearance, half-life) or binary classification for categorical outcomes (e.g., BBB penetration, CYP inhibition). Dataset: rlm. (1) The drug is O=S(=O)(Nc1ccccc1N1CCCCC1)c1ccc(Cl)s1. The result is 1 (stable in rat liver microsomes). (2) The molecule is C=Cc1ccc(Cn2c(C(=O)O)c(CNCc3ccccc3)c3ccc(OC)cc32)cc1. The result is 1 (stable in rat liver microsomes). (3) The molecule is O=C1NC(=O)C(c2cnc3ccccn23)=C1c1cn2c3c(cccc13)CN(C(=O)N1CCOCC1)CC2. The result is 0 (unstable in rat liver microsomes). (4) The compound is COc1cncc(Nc2ncc(-c3cccc(N(C)C)c3)c3c2OCC3)c1. The result is 1 (stable in rat liver microsomes). (5) The drug is CCOC(=O)c1ccc2c(c1)c(C(C)=O)c(C)n2-c1ccc(OC)cc1. The result is 1 (stable in rat liver microsomes). (6) The compound is O=C1NCC2(CCNCC2)c2[nH]c(-c3ccnc(-c4ccc5c(c4)OCO5)n3)cc21. The result is 0 (unstable in rat liver microsomes). (7) The drug is O=C(c1cccs1)c1nonc1C(=O)c1cccs1. The result is 1 (stable in rat liver microsomes). (8) The molecule is CN(C(=O)c1cn2c(-c3ccc(C(F)(F)F)cc3)cnc2cn1)c1ccc(C#N)cc1. The result is 0 (unstable in rat liver microsomes). (9) The compound is Cc1cc(C)c(C(=O)Nc2cccc(S(=O)(=O)N3CCCCC3)c2)[nH]1. The result is 1 (stable in rat liver microsomes). (10) The drug is C=C(C)[C@@H]1CC[C@]2(NC(=O)C(C(C)C)N3CCS(=O)(=O)CC3)CC[C@]3(C)[C@H](CC[C@@H]4[C@@]5(C)CC=C(c6ccc(C(=O)O)cc6)C(C)(C)[C@@H]5CC[C@]43C)[C@@H]12. The result is 0 (unstable in rat liver microsomes).